This data is from Forward reaction prediction with 1.9M reactions from USPTO patents (1976-2016). The task is: Predict the product of the given reaction. Given the reactants C([NH:8][C@H:9]([C:20]([OH:22])=[O:21])[CH2:10][CH2:11][CH2:12][NH:13]C(C(F)(F)F)=O)(OC(C)(C)C)=O.N[C@H](C(C(OC)=O)=O)CCCNC(C(F)(F)F)=O.CN1CCOCC1, predict the reaction product. The product is: [NH2:8][C@H:9]([C:20]([OH:22])=[O:21])[CH2:10][CH2:11][CH2:12][NH2:13].